This data is from NCI-60 drug combinations with 297,098 pairs across 59 cell lines. The task is: Regression. Given two drug SMILES strings and cell line genomic features, predict the synergy score measuring deviation from expected non-interaction effect. (1) Drug 1: CCC1(CC2CC(C3=C(CCN(C2)C1)C4=CC=CC=C4N3)(C5=C(C=C6C(=C5)C78CCN9C7C(C=CC9)(C(C(C8N6C)(C(=O)OC)O)OC(=O)C)CC)OC)C(=O)OC)O.OS(=O)(=O)O. Drug 2: C1CN(P(=O)(OC1)NCCCl)CCCl. Cell line: NCI-H460. Synergy scores: CSS=-0.537, Synergy_ZIP=1.83, Synergy_Bliss=2.57, Synergy_Loewe=0.703, Synergy_HSA=0.486. (2) Drug 1: CC1=C(C(=O)C2=C(C1=O)N3CC4C(C3(C2COC(=O)N)OC)N4)N. Drug 2: CC1CCCC2(C(O2)CC(NC(=O)CC(C(C(=O)C(C1O)C)(C)C)O)C(=CC3=CSC(=N3)C)C)C. Cell line: NCI-H226. Synergy scores: CSS=24.5, Synergy_ZIP=-12.0, Synergy_Bliss=-16.3, Synergy_Loewe=-13.0, Synergy_HSA=-11.4. (3) Drug 1: CC1=CC2C(CCC3(C2CCC3(C(=O)C)OC(=O)C)C)C4(C1=CC(=O)CC4)C. Drug 2: CC(C)NC(=O)C1=CC=C(C=C1)CNNC.Cl. Cell line: NCI/ADR-RES. Synergy scores: CSS=-1.32, Synergy_ZIP=2.41, Synergy_Bliss=2.66, Synergy_Loewe=-1.48, Synergy_HSA=-1.05. (4) Drug 1: CN1CCC(CC1)COC2=C(C=C3C(=C2)N=CN=C3NC4=C(C=C(C=C4)Br)F)OC. Drug 2: CCCCC(=O)OCC(=O)C1(CC(C2=C(C1)C(=C3C(=C2O)C(=O)C4=C(C3=O)C=CC=C4OC)O)OC5CC(C(C(O5)C)O)NC(=O)C(F)(F)F)O. Cell line: 786-0. Synergy scores: CSS=8.17, Synergy_ZIP=-2.98, Synergy_Bliss=1.07, Synergy_Loewe=1.91, Synergy_HSA=2.35. (5) Drug 1: CC1C(C(CC(O1)OC2CC(CC3=C2C(=C4C(=C3O)C(=O)C5=C(C4=O)C(=CC=C5)OC)O)(C(=O)CO)O)N)O.Cl. Drug 2: C1=CC(=CC=C1CCC2=CNC3=C2C(=O)NC(=N3)N)C(=O)NC(CCC(=O)O)C(=O)O. Cell line: UACC62. Synergy scores: CSS=24.6, Synergy_ZIP=0.682, Synergy_Bliss=2.50, Synergy_Loewe=-2.41, Synergy_HSA=3.35.